This data is from Full USPTO retrosynthesis dataset with 1.9M reactions from patents (1976-2016). The task is: Predict the reactants needed to synthesize the given product. (1) The reactants are: [C:1]([C:4]1[S:8][C:7]([NH2:9])=[N:6][C:5]=1[CH3:10])(=[O:3])[CH3:2].[Cl:11][C:12]1[CH:17]=[C:16]([Cl:18])[C:15]([Cl:19])=[CH:14][C:13]=1[S:20](Cl)(=[O:22])=[O:21]. Given the product [C:1]([C:4]1[S:8][C:7]([NH:9][S:20]([C:13]2[CH:14]=[C:15]([Cl:19])[C:16]([Cl:18])=[CH:17][C:12]=2[Cl:11])(=[O:22])=[O:21])=[N:6][C:5]=1[CH3:10])(=[O:3])[CH3:2], predict the reactants needed to synthesize it. (2) Given the product [Br:23][C:12]1[NH:11][C:10]2[C:9](=[O:15])[N:8]3[C:16]([C:19]([F:21])([F:20])[F:22])=[N:17][N:18]=[C:7]3[N:6]([CH2:1][CH2:2][CH2:3][CH2:4][CH3:5])[C:14]=2[N:13]=1, predict the reactants needed to synthesize it. The reactants are: [CH2:1]([N:6]1[C:14]2[N:13]=[CH:12][NH:11][C:10]=2[C:9](=[O:15])[N:8]2[C:16]([C:19]([F:22])([F:21])[F:20])=[N:17][N:18]=[C:7]12)[CH2:2][CH2:3][CH2:4][CH3:5].[Br:23]N1C(=O)CCC1=O.